The task is: Predict the product of the given reaction.. This data is from Forward reaction prediction with 1.9M reactions from USPTO patents (1976-2016). (1) Given the reactants C(P([CH2:6][C:7]([O:9][CH2:10][CH3:11])=[O:8])CC)C.CC(C)([O-])C.[K+].[CH2:18]([C@H:23]1[CH2:28][CH2:27][C@H:26]([C@H:29]2[CH2:34][CH2:33][C@H:32]([CH:35]=O)[CH2:31][CH2:30]2)[CH2:25][CH2:24]1)[CH2:19][CH2:20][CH2:21][CH3:22].O, predict the reaction product. The product is: [CH2:18]([C@H:23]1[CH2:28][CH2:27][C@H:26]([C@H:29]2[CH2:34][CH2:33][C@H:32]([CH:35]=[CH:6][C:7]([O:9][CH2:10][CH3:11])=[O:8])[CH2:31][CH2:30]2)[CH2:25][CH2:24]1)[CH2:19][CH2:20][CH2:21][CH3:22]. (2) Given the reactants [CH3:1][O:2][C@@H:3]1[CH2:7][N:6](C(OCC2C=CC=CC=2)=O)[C@H:5]([C:18](=[O:26])[NH:19][C:20]2[CH:25]=[N:24][CH:23]=[CH:22][N:21]=2)[CH2:4]1, predict the reaction product. The product is: [CH3:1][O:2][C@@H:3]1[CH2:7][NH:6][C@H:5]([C:18]([NH:19][C:20]2[CH:25]=[N:24][CH:23]=[CH:22][N:21]=2)=[O:26])[CH2:4]1. (3) Given the reactants [Cl:1][C:2]1[CH:31]=[CH:30][C:5]([C:6]([N:8]([CH:10]2[CH:14]([C:15]3[CH:20]=[CH:19][C:18]([Cl:21])=[CH:17][CH:16]=3)[CH2:13][N:12]([C:22]([CH:24]3[CH2:29][CH2:28][NH:27][CH2:26][CH2:25]3)=[O:23])[CH2:11]2)[CH3:9])=[O:7])=[CH:4][C:3]=1[C:32]([F:35])([F:34])[F:33].[O:36]1[CH2:41][CH2:40][C:39](=O)[CH2:38][CH2:37]1, predict the reaction product. The product is: [Cl:1][C:2]1[CH:31]=[CH:30][C:5]([C:6]([N:8]([CH:10]2[CH:14]([C:15]3[CH:20]=[CH:19][C:18]([Cl:21])=[CH:17][CH:16]=3)[CH2:13][N:12]([C:22]([CH:24]3[CH2:25][CH2:26][N:27]([CH:39]4[CH2:40][CH2:41][O:36][CH2:37][CH2:38]4)[CH2:28][CH2:29]3)=[O:23])[CH2:11]2)[CH3:9])=[O:7])=[CH:4][C:3]=1[C:32]([F:34])([F:35])[F:33].